Dataset: Forward reaction prediction with 1.9M reactions from USPTO patents (1976-2016). Task: Predict the product of the given reaction. (1) Given the reactants COC[O:4][C:5]1[CH:6]=[CH:7][C:8]([C:18](=[O:39])[C:19]2[CH:24]=[CH:23][C:22]([O:25][CH2:26][C:27]3[N:28]=[C:29]([C:33]4[CH:38]=[CH:37][CH:36]=[CH:35][CH:34]=4)[O:30][C:31]=3[CH3:32])=[CH:21][CH:20]=2)=[C:9]([CH:17]=1)[O:10][CH2:11][C:12]([O:14]CC)=[O:13].Cl, predict the reaction product. The product is: [OH:4][C:5]1[CH:6]=[CH:7][C:8]([C:18](=[O:39])[C:19]2[CH:24]=[CH:23][C:22]([O:25][CH2:26][C:27]3[N:28]=[C:29]([C:33]4[CH:38]=[CH:37][CH:36]=[CH:35][CH:34]=4)[O:30][C:31]=3[CH3:32])=[CH:21][CH:20]=2)=[C:9]([CH:17]=1)[O:10][CH2:11][C:12]([OH:14])=[O:13]. (2) Given the reactants Cl[C:2]1[CH:7]=[CH:6][C:5]([CH:8]=[CH:9][C:10]([NH:12][C:13]2[CH:22]=[CH:21][C:16]([C:17]([O:19]C)=[O:18])=[C:15]([OH:23])[CH:14]=2)=[O:11])=[CH:4][CH:3]=1.C([O-])=O.[NH4+].[OH-].[Na+], predict the reaction product. The product is: [C:5]1([CH2:8][CH2:9][C:10]([NH:12][C:13]2[CH:22]=[CH:21][C:16]([C:17]([OH:19])=[O:18])=[C:15]([OH:23])[CH:14]=2)=[O:11])[CH:4]=[CH:3][CH:2]=[CH:7][CH:6]=1. (3) Given the reactants [F:1][C:2]1[CH:3]=[C:4]2[C:8](=[CH:9][CH:10]=1)[NH:7][CH:6]=[CH:5]2.[F:11][C:12]1[CH:17]=[CH:16][C:15]([C:18](O)([CH2:21][CH3:22])[CH2:19][CH3:20])=[CH:14][CH:13]=1.FC(F)(F)C(O)=O.C(=O)(O)[O-].[Na+], predict the reaction product. The product is: [CH2:19]([C:18]([C:5]1[C:4]2[C:8](=[CH:9][CH:10]=[C:2]([F:1])[CH:3]=2)[NH:7][CH:6]=1)([C:15]1[CH:14]=[CH:13][C:12]([F:11])=[CH:17][CH:16]=1)[CH2:21][CH3:22])[CH3:20].